Dataset: Forward reaction prediction with 1.9M reactions from USPTO patents (1976-2016). Task: Predict the product of the given reaction. (1) Given the reactants [CH3:1][N:2]1[N:6]=[C:5]([C:7]2[CH:12]=[CH:11][CH:10]=[C:9]([N+:13]([O-])=O)[CH:8]=2)[O:4][C:3]1=[O:16].[H][H], predict the reaction product. The product is: [NH2:13][C:9]1[CH:8]=[C:7]([C:5]2[O:4][C:3](=[O:16])[N:2]([CH3:1])[N:6]=2)[CH:12]=[CH:11][CH:10]=1. (2) Given the reactants Cl[C:2]1[CH:7]=[C:6]([C:8]2[CH:13]=[CH:12][CH:11]=[CH:10][CH:9]=2)[N:5]=[C:4]([NH:14][C:15](=[O:32])[CH2:16][CH2:17][C:18]([C:20]2[CH:25]=[CH:24][C:23]([O:26][CH2:27][CH3:28])=[C:22]([O:29][CH2:30][CH3:31])[CH:21]=2)=[O:19])[CH:3]=1.C1(C2C=CC=CC=2)C=CC=CC=1P(C1CCCCC1)C1CCCCC1.C(=O)([O-])[O-].[K+].[K+].[CH3:64][O:65][C:66](=[O:78])/[CH:67]=[CH:68]/[C:69]1[CH:74]=[CH:73][C:72](B(O)O)=[CH:71][CH:70]=1, predict the reaction product. The product is: [CH2:30]([O:29][C:22]1[CH:21]=[C:20]([C:18](=[O:19])[CH2:17][CH2:16][C:15]([NH:14][C:4]2[CH:3]=[C:2]([C:72]3[CH:73]=[CH:74][C:69](/[CH:68]=[CH:67]/[C:66]([O:65][CH3:64])=[O:78])=[CH:70][CH:71]=3)[CH:7]=[C:6]([C:8]3[CH:13]=[CH:12][CH:11]=[CH:10][CH:9]=3)[N:5]=2)=[O:32])[CH:25]=[CH:24][C:23]=1[O:26][CH2:27][CH3:28])[CH3:31]. (3) Given the reactants Cl.[OH:2][CH:3]1[O:11][C@H:10]([CH2:12][OH:13])[C@@H:8]([OH:9])[C@H:6]([OH:7])[C@H:4]1[NH2:5].[CH3:18][Si:17]([CH3:20])([CH3:19])N[Si:17]([CH3:20])([CH3:19])[CH3:18].Cl[Si:24]([CH3:27])([CH3:26])[CH3:25], predict the reaction product. The product is: [NH2:5][C@@H:4]1[C@@H:6]([O:7][Si:17]([CH3:20])([CH3:19])[CH3:18])[C@H:8]([O:9][Si:17]([CH3:20])([CH3:19])[CH3:18])[C@@H:10]([CH2:12][O:13][Si:17]([CH3:18])([CH3:19])[CH3:20])[O:11][C@@H:3]1[O:2][Si:24]([CH3:27])([CH3:26])[CH3:25]. (4) Given the reactants [Li]CCCC.C(NC(C)C)(C)C.[CH2:13]([O:20][CH2:21][CH:22]1[CH2:25][C:24](=[O:26])[CH2:23]1)[C:14]1[CH:19]=[CH:18][CH:17]=[CH:16][CH:15]=1.C(=O)=O.CC(C)=O.[CH3:34][Si:35](Cl)([CH3:37])[CH3:36], predict the reaction product. The product is: [CH2:13]([O:20][CH2:21][CH:22]1[CH2:25][C:24]([O:26][Si:35]([CH3:37])([CH3:36])[CH3:34])=[CH:23]1)[C:14]1[CH:19]=[CH:18][CH:17]=[CH:16][CH:15]=1.